Dataset: Catalyst prediction with 721,799 reactions and 888 catalyst types from USPTO. Task: Predict which catalyst facilitates the given reaction. (1) Reactant: [Cl:1][C:2]1[S:43][C:5]2[C:6]3([CH2:16][CH2:15][N:14]([CH2:17][C:18]4[C:19]([CH3:42])=[N:20][N:21]([C:23]5[C:40]([F:41])=[CH:39][CH:38]=[CH:37][C:24]=5[CH2:25][N:26]5C(=O)C6C(=CC=CC=6)C5=O)[CH:22]=4)[CH2:13][CH2:12]3)[O:7][CH2:8][C:9]([F:11])([F:10])[C:4]=2[CH:3]=1.O.O.NN. Product: [OH-:7].[NH4+:14].[Cl:1][C:2]1[S:43][C:5]2[C:6]3([CH2:12][CH2:13][N:14]([CH2:17][C:18]4[C:19]([CH3:42])=[N:20][N:21]([C:23]5[C:40]([F:41])=[CH:39][CH:38]=[CH:37][C:24]=5[CH2:25][NH2:26])[CH:22]=4)[CH2:15][CH2:16]3)[O:7][CH2:8][C:9]([F:11])([F:10])[C:4]=2[CH:3]=1. The catalyst class is: 357. (2) Reactant: [NH2:1][C:2]1[CH:10]=[CH:9][CH:8]=[C:7]([Cl:11])[C:3]=1[C:4]([OH:6])=[O:5].C[Si]([N-][Si](C)(C)C)(C)C.[Na+].[CH3:22][C:23]([O:26][C:27](O[C:27]([O:26][C:23]([CH3:25])([CH3:24])[CH3:22])=[O:28])=[O:28])([CH3:25])[CH3:24].Cl. Product: [C:27]([NH:1][C:2]1[CH:10]=[CH:9][CH:8]=[C:7]([Cl:11])[C:3]=1[C:4]([OH:6])=[O:5])([O:26][C:23]([CH3:25])([CH3:24])[CH3:22])=[O:28]. The catalyst class is: 30. (3) Product: [O:9]1[CH:10]=[CH:11][CH:12]=[C:8]1[C:5]1[O:6][CH:7]=[C:3]([CH2:2][O:21][C:20]2[CH:22]=[CH:23][C:15]([CH:14]=[O:13])=[CH:16][C:17]=2[O:18][CH3:19])[N:4]=1. The catalyst class is: 6. Reactant: Cl[CH2:2][C:3]1[N:4]=[C:5]([C:8]2[O:9][CH:10]=[CH:11][CH:12]=2)[O:6][CH:7]=1.[O:13]=[CH:14][C:15]1[CH:23]=[CH:22][C:20]([OH:21])=[C:17]([O:18][CH3:19])[CH:16]=1.C(=O)([O-])[O-].[K+].[K+].CN(C)C=O. (4) Reactant: [Na+].[P:2]([O:6][CH2:7][C@H:8]1[O:12][C@@H:11]([N:13]2[C:22]3[N:21]=[CH:20][N:19]=[C:17]([NH2:18])[C:16]=3[N:15]=[CH:14]2)[C@H:10]([OH:23])[C@@H:9]1[OH:24])([O-:5])([O-:4])=[O:3].[Na+].[NH+]1C=CC=C[CH:27]=1.C(N(CCCC)CCCC)CCC.IC. Product: [P:2]([O:6][CH2:7][C@H:8]1[O:12][C@@H:11]([N:13]2[C:22]3[N:21]=[CH:20][N:19]([CH3:27])[C:17](=[NH:18])[C:16]=3[N:15]=[CH:14]2)[C@H:10]([OH:23])[C@@H:9]1[OH:24])([OH:5])([OH:4])=[O:3]. The catalyst class is: 72.